From a dataset of Forward reaction prediction with 1.9M reactions from USPTO patents (1976-2016). Predict the product of the given reaction. (1) Given the reactants [CH3:1][C:2]1[CH:7]=[C:6]([O:8][CH3:9])[CH:5]=[CH:4][C:3]=1[NH:10][C:11]([NH2:13])=[S:12].[C:14]([O:19][CH2:20][Br:21])(=[O:18])[CH:15]([CH3:17])[CH3:16], predict the reaction product. The product is: [BrH:21].[C:14]([O:19][CH2:20][S:12]/[C:11](=[N:10]/[C:3]1[CH:4]=[CH:5][C:6]([O:8][CH3:9])=[CH:7][C:2]=1[CH3:1])/[NH2:13])(=[O:18])[CH:15]([CH3:17])[CH3:16]. (2) Given the reactants [F:1][C:2]1[CH:7]=[CH:6][CH:5]=[CH:4][C:3]=1[O:8][CH2:9][C:10]([OH:12])=O.C(Cl)(=O)C(Cl)=O.[NH2:19][NH:20][C:21]([NH2:23])=[S:22].N1C=CC=CC=1, predict the reaction product. The product is: [F:1][C:2]1[CH:7]=[CH:6][CH:5]=[CH:4][C:3]=1[O:8][CH2:9][C:10]([NH:19][NH:20][C:21](=[S:22])[NH2:23])=[O:12]. (3) Given the reactants [Cl:1][C:2]1[CH:3]=[N:4][C:5]2[N:6]([N:8]=[C:9]([C:11]([OH:13])=O)[CH:10]=2)[CH:7]=1.[CH3:14][C:15]1[N:19]2[CH2:20][CH2:21][NH:22][CH2:23][C:18]2=[CH:17][CH:16]=1, predict the reaction product. The product is: [Cl:1][C:2]1[CH:3]=[N:4][C:5]2[N:6]([N:8]=[C:9]([C:11]([N:22]3[CH2:21][CH2:20][N:19]4[C:15]([CH3:14])=[CH:16][CH:17]=[C:18]4[CH2:23]3)=[O:13])[CH:10]=2)[CH:7]=1. (4) Given the reactants [NH:1](C(OCC1C=CC=CC=1)=O)[C@H:2]([C:10]([NH:12][CH2:13][C:14]([NH:16][C@H:17]([C:19]([NH:21][C@H:22]([C:27]([O:29][CH3:30])=[O:28])[CH2:23][CH:24]([CH3:26])[CH3:25])=[O:20])[CH3:18])=[O:15])=[O:11])[CH2:3][C:4]1[CH:9]=[CH:8][CH:7]=[CH:6][CH:5]=1, predict the reaction product. The product is: [NH2:1][C@H:2]([C:10]([NH:12][CH2:13][C:14]([NH:16][C@H:17]([C:19]([NH:21][C@H:22]([C:27]([O:29][CH3:30])=[O:28])[CH2:23][CH:24]([CH3:26])[CH3:25])=[O:20])[CH3:18])=[O:15])=[O:11])[CH2:3][C:4]1[CH:5]=[CH:6][CH:7]=[CH:8][CH:9]=1.